Dataset: Cav3 T-type calcium channel HTS with 100,875 compounds. Task: Binary Classification. Given a drug SMILES string, predict its activity (active/inactive) in a high-throughput screening assay against a specified biological target. The compound is S(CC(=O)c1c(n(c2c(n(n(c2=O)c2ccccc2)C)C)c(c1)C)C)c1sc(nn1)N. The result is 0 (inactive).